This data is from Full USPTO retrosynthesis dataset with 1.9M reactions from patents (1976-2016). The task is: Predict the reactants needed to synthesize the given product. (1) The reactants are: [N:1]1[C:8](Cl)=[N:7][C:5]([Cl:6])=[N:4][C:2]=1[Cl:3].C1COCC1.[C:15]1([Mg]Br)[CH:20]=[CH:19][CH:18]=[CH:17][CH:16]=1.O. Given the product [Cl:3][C:2]1[N:4]=[C:5]([Cl:6])[N:7]=[C:8]([C:15]2[CH:20]=[CH:19][CH:18]=[CH:17][CH:16]=2)[N:1]=1, predict the reactants needed to synthesize it. (2) The reactants are: [CH2:1]([N:8]([CH3:14])[C:9]([NH2:13])=[N:10][C:11]#[N:12])[C:2]1[CH:7]=[CH:6][CH:5]=[CH:4][CH:3]=1.[CH3:15][NH:16]CCCCCCCC.[C:25]1([CH3:32])[C:26](C)=[CH:27][CH:28]=[CH:29][CH:30]=1.[ClH:33].[C:34]1(C)C=CC=CC=1. Given the product [ClH:33].[ClH:33].[CH2:1]([N:8]([CH3:14])[C:9](=[NH:13])[NH:10][C:11](=[NH:12])[N:16]([CH2:32][C:25]1[CH:30]=[CH:29][CH:28]=[CH:27][CH:26]=1)[CH3:15])[CH2:2][CH2:7][CH2:6][CH2:5][CH2:4][CH2:3][CH3:34], predict the reactants needed to synthesize it. (3) Given the product [CH:26]1([C:29]2[CH:34]=[CH:33][C:32]([CH2:35][O:36][CH3:37])=[CH:31][C:30]=2[CH2:38][NH:39][C:11]([NH:10][C:7]2[N:6]([C:20]3[CH:21]=[CH:22][CH:23]=[CH:24][CH:25]=3)[N:5]=[C:4]([O:3][CH2:1][CH3:2])[C:8]=2[CH3:9])=[O:19])[CH2:27][CH2:28]1, predict the reactants needed to synthesize it. The reactants are: [CH2:1]([O:3][C:4]1[C:8]([CH3:9])=[C:7]([NH:10][C:11](=[O:19])OC2C=CC=CC=2)[N:6]([C:20]2[CH:25]=[CH:24][CH:23]=[CH:22][CH:21]=2)[N:5]=1)[CH3:2].[CH:26]1([C:29]2[CH:34]=[CH:33][C:32]([CH2:35][O:36][CH3:37])=[CH:31][C:30]=2[CH2:38][NH2:39])[CH2:28][CH2:27]1.CCN(C(C)C)C(C)C. (4) Given the product [Cl:13][C:14]1[CH:19]=[CH:18][C:17]([S:20]([CH2:23][C:24]2[C:29]([C:30]([O:32][CH2:33][CH3:34])=[O:31])=[C:28]([O:35][CH3:36])[C:27]([CH2:1][CH3:2])=[CH:26][CH:25]=2)(=[O:22])=[O:21])=[CH:16][CH:15]=1, predict the reactants needed to synthesize it. The reactants are: [CH2:1](C1C=C2C(COC2=O)=CC=1)[CH3:2].[Cl:13][C:14]1[CH:19]=[CH:18][C:17]([S:20]([CH2:23][C:24]2[C:29]([C:30]([O:32][CH2:33][CH3:34])=[O:31])=[C:28]([O:35][CH3:36])[C:27](Br)=[CH:26][CH:25]=2)(=[O:22])=[O:21])=[CH:16][CH:15]=1.C(B(CC)CC)C. (5) Given the product [C:1]([O:5][C:6](=[O:33])/[CH:7]=[CH:8]/[C:9]1[C:14](=[O:15])[N:13]2[CH:16]=[CH:17][C:18]([C:20]([NH:22][C:23]3[S:24][CH:25]=[C:26]([C:28]([CH3:30])([CH3:31])[CH3:29])[N:27]=3)=[O:21])=[CH:19][C:12]2=[N:11][C:10]=1[N:64]1[CH2:65][CH2:66][CH:61]([OH:60])[CH2:62][CH2:63]1)([CH3:2])([CH3:3])[CH3:4], predict the reactants needed to synthesize it. The reactants are: [C:1]([O:5][C:6](=[O:33])/[CH:7]=[CH:8]/[C:9]1[C:14](=[O:15])[N:13]2[CH:16]=[CH:17][C:18]([C:20]([NH:22][C:23]3[S:24][CH:25]=[C:26]([C:28]([CH3:31])([CH3:30])[CH3:29])[N:27]=3)=[O:21])=[CH:19][C:12]2=[N:11][C:10]=1O)([CH3:4])([CH3:3])[CH3:2].P(Cl)(OC1C=CC=CC=1)(OC1C=CC=CC=1)=O.C(N(C(C)C)CC)(C)C.[OH:60][CH:61]1[CH2:66][CH2:65][NH:64][CH2:63][CH2:62]1. (6) Given the product [CH:3]([C:19]1([C:26]([CH2:28][C:29]([C:31]([F:34])([F:33])[F:32])=[O:30])=[O:27])[C:20]2[C:25](=[CH:24][CH:23]=[CH:22][CH:21]=2)[CH:16]=[CH:17][CH2:18]1)=[CH2:4], predict the reactants needed to synthesize it. The reactants are: CN(C1CCCCC1)[CH:3]1CCCC[CH2:4]1.Br[C:16]1[C:25]2[C:20](=[CH:21][CH:22]=[CH:23][CH:24]=2)[C:19]([C:26]([CH2:28][C:29]([C:31]([F:34])([F:33])[F:32])=[O:30])=[O:27])=[CH:18][CH:17]=1.C=C.Cl. (7) Given the product [CH3:1][C:2]1[CH:7]=[C:6]([CH3:8])[N:5]=[C:4]([NH:9][CH2:10][CH2:11][CH2:12][O:13][C:14]2[CH:31]=[CH:30][C:17]3[CH2:18][CH:19]([CH2:25][C:26]([OH:28])=[O:27])[C:20](=[O:24])[N:21]([CH3:23])[CH2:22][C:16]=3[CH:15]=2)[CH:3]=1, predict the reactants needed to synthesize it. The reactants are: [CH3:1][C:2]1[CH:7]=[C:6]([CH3:8])[N:5]=[C:4]([NH:9][CH2:10][CH2:11][CH2:12][O:13][C:14]2[CH:31]=[CH:30][C:17]3[CH2:18][CH:19]([CH2:25][C:26]([O:28]C)=[O:27])[C:20](=[O:24])[N:21]([CH3:23])[CH2:22][C:16]=3[CH:15]=2)[CH:3]=1.N1C=CC=CC=1NCCCOC1C=CC2CC(CC(OCC)=O)C(=O)NCC=2C=1.Cl. (8) Given the product [O:1]=[C:2]([C@@:18]1([OH:59])[CH2:35][C@H:34]([O:36][C@@H:37]2[O:51][C@@H:50]([CH3:52])[C@H:40]3[O:41][C@H:42]4[N:47]([C@H:39]3[CH2:38]2)[CH2:46][CH2:45][O:44][C@@H:43]4[O:48][CH3:49])[C:33]2[C:20](=[C:21]([OH:58])[C:22]3[C:23](=[O:57])[C:24]4[C:29]([C:30](=[O:54])[C:31]=3[C:32]=2[OH:53])=[C:28]([O:55][CH3:56])[CH:27]=[CH:26][CH:25]=4)[CH2:19]1)[CH2:3][O:4][C:5]1([O:11][CH2:12][C:13]([OH:15])=[O:14])[CH2:10][CH2:9][CH2:8][CH2:7][CH2:6]1, predict the reactants needed to synthesize it. The reactants are: [O:1]=[C:2]([C@@:18]1([OH:59])[CH2:35][C@H:34]([O:36][C@@H:37]2[O:51][C@@H:50]([CH3:52])[C@H:40]3[O:41][C@H:42]4[N:47]([C@H:39]3[CH2:38]2)[CH2:46][CH2:45][O:44][C@@H:43]4[O:48][CH3:49])[C:33]2[C:20](=[C:21]([OH:58])[C:22]3[C:23](=[O:57])[C:24]4[C:29]([C:30](=[O:54])[C:31]=3[C:32]=2[OH:53])=[C:28]([O:55][CH3:56])[CH:27]=[CH:26][CH:25]=4)[CH2:19]1)[CH2:3][O:4][C:5]1([O:11][CH2:12][C:13]([O:15]CC)=[O:14])[CH2:10][CH2:9][CH2:8][CH2:7][CH2:6]1.[OH-].[Na+]. (9) Given the product [Cl:23][C:21]1[CH:22]=[C:37]([C:38]#[C:39][C:2]2[N:3]=[C:4]([CH3:15])[N:5]([C:8]3[CH:13]=[CH:12][NH:11][C:10](=[O:14])[CH:9]=3)[C:6]=2[CH3:7])[CH:20]=[CH:19][N:18]=1, predict the reactants needed to synthesize it. The reactants are: I[C:2]1[N:3]=[C:4]([CH3:15])[N:5]([C:8]2[CH:13]=[CH:12][NH:11][C:10](=[O:14])[CH:9]=2)[C:6]=1[CH3:7].C([N:18]([CH2:21][CH3:22])[CH2:19][CH3:20])C.[Cl:23]C#CC1C=C([Si](C)(C)C)C=CN=1.[F-].[CH2:37]([N+](CCCC)(CCCC)CCCC)[CH2:38][CH2:39]C.